Task: Predict the product of the given reaction.. Dataset: Forward reaction prediction with 1.9M reactions from USPTO patents (1976-2016) Given the reactants [F:1][C:2]([F:20])([F:19])[C:3]1[N:7]2[CH2:8][CH2:9][N:10]([C:12]([O:14][C:15]([CH3:18])([CH3:17])[CH3:16])=[O:13])[CH2:11][C:6]2=[CH:5][N:4]=1.[Br:21]N1C(=O)CCC1=O.O, predict the reaction product. The product is: [Br:21][C:5]1[N:4]=[C:3]([C:2]([F:1])([F:19])[F:20])[N:7]2[CH2:8][CH2:9][N:10]([C:12]([O:14][C:15]([CH3:17])([CH3:16])[CH3:18])=[O:13])[CH2:11][C:6]=12.